Dataset: Full USPTO retrosynthesis dataset with 1.9M reactions from patents (1976-2016). Task: Predict the reactants needed to synthesize the given product. (1) Given the product [Cl:1][C:2]1[N:3]=[C:4]2[CH:9]=[CH:8][CH:7]=[CH:6][N:5]2[C:10]=1[CH:31]([OH:32])[C:29]1[CH:28]=[CH:27][C:21]2/[C:22](=[C:23](/[CH3:26])\[C:24]#[N:25])/[C:16]3[CH:15]=[CH:14][C:13]([F:12])=[CH:33][C:17]=3[O:18][CH2:19][C:20]=2[CH:30]=1, predict the reactants needed to synthesize it. The reactants are: [Cl:1][C:2]1[N:3]=[C:4]2[CH:9]=[CH:8][CH:7]=[CH:6][N:5]2[C:10]=1I.[F:12][C:13]1[CH:14]=[CH:15][C:16]2=[C:17]([CH:33]=1)[O:18][CH2:19][C:20]1[CH:30]=[C:29]([CH:31]=[O:32])[CH:28]=[CH:27][C:21]=1/[C:22]/2=[C:23](/[CH3:26])\[C:24]#[N:25]. (2) Given the product [F:1][C:2]1[CH:7]=[C:6]([CH3:8])[CH:5]=[CH:4][C:3]=1[O:9][Si:18]([CH:22]([CH3:24])[CH3:23])([CH:19]([CH3:21])[CH3:20])[CH:16]([CH3:17])[CH3:15], predict the reactants needed to synthesize it. The reactants are: [F:1][C:2]1[CH:7]=[C:6]([CH3:8])[CH:5]=[CH:4][C:3]=1[OH:9].N1C=CN=C1.[CH3:15][CH:16]([Si:18](Cl)([CH:22]([CH3:24])[CH3:23])[CH:19]([CH3:21])[CH3:20])[CH3:17].O. (3) Given the product [O:18]1[CH2:17][CH2:16][N:15]([C:13]2[S:14][C:10]([C:5]3[CH:6]=[CH:7][CH:8]=[CH:9][C:4]=3[NH2:1])=[N:11][N:12]=2)[CH2:20][CH2:19]1, predict the reactants needed to synthesize it. The reactants are: [N+:1]([C:4]1[CH:9]=[CH:8][CH:7]=[CH:6][C:5]=1[C:10]1[S:14][C:13]([N:15]2[CH2:20][CH2:19][O:18][CH2:17][CH2:16]2)=[N:12][N:11]=1)([O-])=O.[NH4+].[Cl-].